Task: Predict the reaction yield, written as a fraction of the theoretical maximum amount of product (1.0 means a 100% yield; for example, 0.34 means a 34% yield).. Dataset: Reaction yield outcomes from USPTO patents with 853,638 reactions The reactants are C([O:4][CH:5]1[C:9]2[N:10]=[CH:11][N:12]=[C:13]([N:14]3[CH2:19][CH2:18][N:17]([C:20]([O:22][C:23]([CH3:26])([CH3:25])[CH3:24])=[O:21])[CH2:16][CH2:15]3)[C:8]=2[C@H:7]([CH3:27])[CH2:6]1)(=O)C.[Li+].[OH-].O.CO. The catalyst is C1COCC1. The product is [OH:4][CH:5]1[C:9]2[N:10]=[CH:11][N:12]=[C:13]([N:14]3[CH2:19][CH2:18][N:17]([C:20]([O:22][C:23]([CH3:26])([CH3:25])[CH3:24])=[O:21])[CH2:16][CH2:15]3)[C:8]=2[C@H:7]([CH3:27])[CH2:6]1. The yield is 0.540.